From a dataset of Full USPTO retrosynthesis dataset with 1.9M reactions from patents (1976-2016). Predict the reactants needed to synthesize the given product. (1) Given the product [O:18]=[C:8]([CH2:1][CH3:2])[CH2:9][NH:10][C:11](=[O:17])[O:12][C:13]([CH3:15])([CH3:14])[CH3:16], predict the reactants needed to synthesize it. The reactants are: [CH2:1]([Mg]Br)[CH3:2].CON(C)[C:8](=[O:18])[CH2:9][NH:10][C:11](=[O:17])[O:12][C:13]([CH3:16])([CH3:15])[CH3:14].C(OCC)(=O)C.[Cl-].[NH4+]. (2) Given the product [NH2:22][C:17]1[CH:18]=[CH:19][CH:20]=[CH:21][C:16]=1[CH:4]1[C:3]([CH3:25])([CH3:26])[CH2:2][C:11]2[C:6](=[CH:7][CH:8]=[C:9]([C:12]([O:14][CH3:15])=[O:13])[CH:10]=2)[NH:5]1, predict the reactants needed to synthesize it. The reactants are: O[CH:2]1[C:11]2[C:6](=[CH:7][CH:8]=[C:9]([C:12]([O:14][CH3:15])=[O:13])[CH:10]=2)[NH:5][CH:4]([C:16]2[CH:21]=[CH:20][CH:19]=[CH:18][C:17]=2[N+:22]([O-])=O)[C:3]1([CH3:26])[CH3:25].C([SiH](CC)CC)C.FC(F)(F)C(O)=O.